Dataset: Catalyst prediction with 721,799 reactions and 888 catalyst types from USPTO. Task: Predict which catalyst facilitates the given reaction. (1) Reactant: [N+:1]([C:4]1[CH:5]=[C:6]2[C:10](=[CH:11][CH:12]=1)[NH:9][CH:8]=[C:7]2[CH:13]1[CH2:17][CH2:16][C:15](=O)[CH2:14]1)([O-:3])=[O:2].CC(O)=O.[CH2:23]([NH2:25])[CH3:24].Cl.[BH-](OC(C)=O)(OC(C)=O)OC(C)=O.[Na+]. Product: [CH2:23]([NH:25][CH:15]1[CH2:16][CH2:17][CH:13]([C:7]2[C:6]3[C:10](=[CH:11][CH:12]=[C:4]([N+:1]([O-:3])=[O:2])[CH:5]=3)[NH:9][CH:8]=2)[CH2:14]1)[CH3:24]. The catalyst class is: 26. (2) Reactant: [Cl:1][C:2]1[CH:3]=[C:4]2[C:9](=[C:10]([O:12][CH3:13])[CH:11]=1)[NH:8][C:7](=[O:14])[C:6]([CH2:15]O)=[CH:5]2.[BrH:17]. Product: [Br:17][CH2:15][C:6]1[C:7](=[O:14])[NH:8][C:9]2[C:4]([CH:5]=1)=[CH:3][C:2]([Cl:1])=[CH:11][C:10]=2[O:12][CH3:13]. The catalyst class is: 6. (3) Reactant: [C:1]([O:4][CH2:5][C:6]1[C:7]([N:21]2[CH2:32][CH2:31][N:30]3[C:23](=[CH:24][C:25]4[CH2:26][C:27]([CH3:34])([CH3:33])[CH2:28][C:29]=43)[C:22]2=[O:35])=[N:8][CH:9]=[CH:10][C:11]=1[C:12]1[CH:17]=[C:16](Br)[C:15](=[O:19])[N:14]([CH3:20])[CH:13]=1)(=[O:3])[CH3:2].[O:36]1[CH:40]=[CH:39][C:38]([NH2:41])=[N:37]1.C(=O)([O-])[O-].[Cs+].[Cs+].CC1(C)C2C(=C(P(C3C=CC=CC=3)C3C=CC=CC=3)C=CC=2)OC2C(P(C3C=CC=CC=3)C3C=CC=CC=3)=CC=CC1=2. Product: [C:1]([O:4][CH2:5][C:6]1[C:7]([N:21]2[CH2:32][CH2:31][N:30]3[C:23](=[CH:24][C:25]4[CH2:26][C:27]([CH3:34])([CH3:33])[CH2:28][C:29]=43)[C:22]2=[O:35])=[N:8][CH:9]=[CH:10][C:11]=1[C:12]1[CH:17]=[C:16]([NH:41][C:38]2[CH:39]=[CH:40][O:36][N:37]=2)[C:15](=[O:19])[N:14]([CH3:20])[CH:13]=1)(=[O:3])[CH3:2]. The catalyst class is: 102. (4) Reactant: [Cl:1][C:2]1[CH:7]=[CH:6][C:5]([N:8]2[C:21](=[O:22])[C:13]3([CH2:15][CH:14]3[C:16]([O:18][CH2:19][CH3:20])=[O:17])[C:12](=S)[NH:11][C:10]3[CH:24]=[CH:25][CH:26]=[CH:27][C:9]2=3)=[CH:4][CH:3]=1.[C:28]([NH:31][NH2:32])(=O)[CH3:29]. Product: [Cl:1][C:2]1[CH:7]=[CH:6][C:5]([N:8]2[C:21](=[O:22])[C:13]3([CH2:15][CH:14]3[C:16]([O:18][CH2:19][CH3:20])=[O:17])[C:12]3=[N:32][N:31]=[C:28]([CH3:29])[N:11]3[C:10]3[CH:24]=[CH:25][CH:26]=[CH:27][C:9]2=3)=[CH:4][CH:3]=1. The catalyst class is: 114. (5) Reactant: [CH3:1][O:2][C:3]1[N:4]=[N:5][C:6]([C:22]2[CH:27]=[CH:26][N:25]=[CH:24][CH:23]=2)=[CH:7][C:8]=1[C:9]1(CO)[CH:17]([CH:18]=[CH2:19])[C:16]2[C:11](=[CH:12][CH:13]=[CH:14][CH:15]=2)[NH:10]1. Product: [CH2:18]([C:17]1[C:16]2[C:11](=[CH:12][CH:13]=[CH:14][CH:15]=2)[NH:10][C:9]=1[C:8]1[CH:7]=[C:6]([C:22]2[CH:27]=[CH:26][N:25]=[CH:24][CH:23]=2)[N:5]=[N:4][C:3]=1[O:2][CH3:1])[CH3:19]. The catalyst class is: 45. (6) Reactant: C[Si]([N-][Si](C)(C)C)(C)C.[Li+].C1(C)C=CC=CC=1.[F:18][C:19]1[C:23]([S:24](=[O:36])(=[O:35])[NH:25][C:26]2([C:31]([F:34])([F:33])[F:32])[CH2:30][CH2:29][CH2:28][CH2:27]2)=[CH:22][N:21]([CH3:37])[C:20]=1[C:38](OCC)=[O:39].[NH2:43][C:44]1[CH:45]=[CH:46][C:47]([F:52])=[C:48]([CH:51]=1)[C:49]#[N:50]. The catalyst class is: 1. Product: [C:49]([C:48]1[CH:51]=[C:44]([NH:43][C:38]([C:20]2[N:21]([CH3:37])[CH:22]=[C:23]([S:24](=[O:36])(=[O:35])[NH:25][C:26]3([C:31]([F:34])([F:32])[F:33])[CH2:27][CH2:28][CH2:29][CH2:30]3)[C:19]=2[F:18])=[O:39])[CH:45]=[CH:46][C:47]=1[F:52])#[N:50].